This data is from Catalyst prediction with 721,799 reactions and 888 catalyst types from USPTO. The task is: Predict which catalyst facilitates the given reaction. (1) Reactant: [CH3:1][C:2]1[N:7]=[C:6]2[S:8][C:9]3[CH2:14][CH2:13][CH2:12][CH2:11][C:10]=3[C:5]2=[C:4]([C:15]2[CH:20]=[CH:19][C:18]([CH3:21])=[CH:17][CH:16]=2)[C:3]=1[CH2:22]O.C1(P(C2C=CC=CC=2)C2C=CC=CC=2)C=CC=CC=1.C(Br)(Br)(Br)[Br:44]. The catalyst class is: 4. Product: [CH3:1][C:2]1[N:7]=[C:6]2[S:8][C:9]3[CH2:14][CH2:13][CH2:12][CH2:11][C:10]=3[C:5]2=[C:4]([C:15]2[CH:20]=[CH:19][C:18]([CH3:21])=[CH:17][CH:16]=2)[C:3]=1[CH2:22][Br:44]. (2) Reactant: [F-].C([N+](CCCC)(CCCC)CCCC)CCC.[CH2:19]([C@@:22]1([CH3:55])[CH2:27][C@H:26]([C:28]2[CH:33]=[CH:32][CH:31]=[C:30]([Cl:34])[CH:29]=2)[C@@H:25]([C:35]2[CH:40]=[CH:39][C:38]([Cl:41])=[CH:37][CH:36]=2)[N:24]([CH:42]([CH2:52][CH3:53])[C:43]([O:45][N:46]=[C:47]([CH:49]2[CH2:51][CH2:50]2)[NH2:48])=O)[C:23]1=[O:54])[CH:20]=[CH2:21]. Product: [CH2:19]([C@@:22]1([CH3:55])[CH2:27][C@H:26]([C:28]2[CH:33]=[CH:32][CH:31]=[C:30]([Cl:34])[CH:29]=2)[C@@H:25]([C:35]2[CH:36]=[CH:37][C:38]([Cl:41])=[CH:39][CH:40]=2)[N:24]([C@H:42]([C:43]2[O:45][N:46]=[C:47]([CH:49]3[CH2:51][CH2:50]3)[N:48]=2)[CH2:52][CH3:53])[C:23]1=[O:54])[CH:20]=[CH2:21]. The catalyst class is: 1. (3) Reactant: [CH:1]1[C:12]2=[C:13]3[CH:8]([CH2:9][CH2:10][CH2:11]2)[CH2:7][CH2:6][CH2:5][C:4]3=[CH:3][C:2]=1[NH:14][C:15]1[N:20]=[CH:19][C:18]([C:21]([O:23]CC)=[O:22])=[CH:17][N:16]=1.[OH-].[Na+].Cl. Product: [CH:1]1[C:12]2=[C:13]3[CH:8]([CH2:9][CH2:10][CH2:11]2)[CH2:7][CH2:6][CH2:5][C:4]3=[CH:3][C:2]=1[NH:14][C:15]1[N:16]=[CH:17][C:18]([C:21]([OH:23])=[O:22])=[CH:19][N:20]=1. The catalyst class is: 8. (4) Product: [F:23][C:20]([F:21])([F:22])[C:16]1[CH:15]=[C:14]([C:12]([C:8]2[CH:9]=[CH:10][CH:11]=[C:6]([CH:2]3[O:1][CH2:5][CH2:4][O:3]3)[CH:7]=2)=[O:13])[CH:19]=[CH:18][CH:17]=1. Reactant: [O:1]1[CH2:5][CH2:4][O:3][CH:2]1[C:6]1[CH:7]=[C:8]([CH:12]([C:14]2[CH:19]=[CH:18][CH:17]=[C:16]([C:20]([F:23])([F:22])[F:21])[CH:15]=2)[OH:13])[CH:9]=[CH:10][CH:11]=1.[Cr](Cl)([O-])(=O)=O.[NH+]1C=CC=CC=1. The catalyst class is: 4. (5) Reactant: [Br:1][C:2]1[CH:3]=[C:4]2[C:9](=[CH:10][CH:11]=1)[N:8]=[C:7]([NH2:12])[N:6]=[CH:5]2.[CH3:13][N:14]([CH3:19])[CH2:15][CH2:16][CH2:17]N.O.C1(C)C=CC(S(O)(=O)=O)=CC=1. Product: [Br:1][C:2]1[CH:3]=[C:4]2[C:9](=[CH:10][CH:11]=1)[N:8]=[C:7]([NH:12][CH2:17][CH2:16][CH2:15][N:14]([CH3:19])[CH3:13])[N:6]=[CH:5]2. The catalyst class is: 5. (6) Reactant: [Br:1][CH:2]1[CH2:10][C:9]2[C:4](=[CH:5][C:6]([O:11][CH3:12])=[CH:7][CH:8]=2)[CH:3]1O.O.C1(C)C=CC(S(O)(=O)=O)=CC=1. Product: [Br:1][C:2]1[CH2:10][C:9]2[C:4]([CH:3]=1)=[CH:5][C:6]([O:11][CH3:12])=[CH:7][CH:8]=2. The catalyst class is: 11. (7) Reactant: C([O:3][C:4]([C:6]1[S:10][C:9]([NH:11][C:12]([C:14]2[CH:19]=[CH:18][N:17]=[CH:16][CH:15]=2)=[O:13])=[N:8][C:7]=1[C:20]1[O:21][CH:22]=[CH:23][CH:24]=1)=[O:5])C.[Na].[OH-].Cl. Product: [C:4]([C:6]1[S:10][C:9]([NH:11][C:12]([C:14]2[CH:15]=[CH:16][N:17]=[CH:18][CH:19]=2)=[O:13])=[N:8][C:7]=1[C:20]1[O:21][CH:22]=[CH:23][CH:24]=1)([OH:5])=[O:3]. The catalyst class is: 36. (8) Reactant: [N+:1]([C:4]1[CH:5]=[C:6]([CH2:10][S:11]([NH:14][CH2:15][CH2:16][CH3:17])(=[O:13])=[O:12])[CH:7]=[CH:8][CH:9]=1)([O-])=O.Cl[C:19]1[CH:24]=[C:23]([C:25]2[CH:30]=[CH:29][CH:28]=[CH:27][C:26]=2[O:31][CH3:32])[N:22]=[CH:21][N:20]=1. Product: [CH3:32][O:31][C:26]1[CH:27]=[CH:28][CH:29]=[CH:30][C:25]=1[C:23]1[N:22]=[CH:21][N:20]=[C:19]([NH:1][C:4]2[CH:5]=[C:6]([CH2:10][S:11]([NH:14][CH2:15][CH2:16][CH3:17])(=[O:13])=[O:12])[CH:7]=[CH:8][CH:9]=2)[CH:24]=1. The catalyst class is: 3. (9) Reactant: C(O[CH:4](OCC)[CH2:5][O:6][C:7]1[CH:12]=[CH:11][C:10]([C:13]([F:16])([F:15])[F:14])=[CH:9][CH:8]=1)C. Product: [F:14][C:13]([F:16])([F:15])[C:10]1[CH:9]=[CH:8][C:7]2[O:6][CH:5]=[CH:4][C:12]=2[CH:11]=1. The catalyst class is: 48. (10) Reactant: [CH2:1]([N:3]1[CH2:8][CH2:7][N:6]([CH:9]2[CH2:14][CH2:13][N:12](C(OC(C)(C)C)=O)[CH2:11][CH2:10]2)[CH2:5][CH2:4]1)[CH3:2].C(Cl)[Cl:23]. Product: [ClH:23].[CH2:1]([N:3]1[CH2:8][CH2:7][N:6]([CH:9]2[CH2:14][CH2:13][NH:12][CH2:11][CH2:10]2)[CH2:5][CH2:4]1)[CH3:2]. The catalyst class is: 12.